This data is from Reaction yield outcomes from USPTO patents with 853,638 reactions. The task is: Predict the reaction yield, written as a fraction of the theoretical maximum amount of product (1.0 means a 100% yield; for example, 0.34 means a 34% yield). The reactants are [F:1][C:2]([F:25])([C:18]1[CH:23]=[CH:22][C:21]([F:24])=[CH:20][N:19]=1)[C:3]1[N:12]=[C:11](O)[C:10]2[C:5](=[CH:6][C:7]([S:14]([CH3:17])(=[O:16])=[O:15])=[CH:8][CH:9]=2)[N:4]=1.P(Br)(Br)(Br)=O.CCN(C(C)C)C(C)C.[CH3:40][C:41]1[NH:45][N:44]=[C:43]([NH2:46])[CH:42]=1. The catalyst is CN(C=O)C.C1(C)C=CC=CC=1. The product is [F:1][C:2]([F:25])([C:18]1[CH:23]=[CH:22][C:21]([F:24])=[CH:20][N:19]=1)[C:3]1[N:12]=[C:11]([NH:46][C:43]2[CH:42]=[C:41]([CH3:40])[NH:45][N:44]=2)[C:10]2[C:5](=[CH:6][C:7]([S:14]([CH3:17])(=[O:16])=[O:15])=[CH:8][CH:9]=2)[N:4]=1. The yield is 0.450.